Dataset: Full USPTO retrosynthesis dataset with 1.9M reactions from patents (1976-2016). Task: Predict the reactants needed to synthesize the given product. (1) Given the product [F:23][C:2]([F:22])([F:1])[C:3]1[CH:21]=[CH:20][CH:19]=[CH:18][C:4]=1[O:5][CH:6]1[CH2:7][CH2:8][N:9]([C:12]2[S:16][C:15]([C:24]#[N:25])=[N:14][N:13]=2)[CH2:10][CH2:11]1, predict the reactants needed to synthesize it. The reactants are: [F:1][C:2]([F:23])([F:22])[C:3]1[CH:21]=[CH:20][CH:19]=[CH:18][C:4]=1[O:5][CH:6]1[CH2:11][CH2:10][N:9]([C:12]2[S:16][C:15](N)=[N:14][N:13]=2)[CH2:8][CH2:7]1.[C:24]([Cu])#[N:25].N(OC(C)(C)C)=O. (2) Given the product [F:20][C:17]([F:18])([F:19])[C:14]1[N:13]=[N:12][C:11]([CH2:3][C:1]#[N:2])=[CH:16][CH:15]=1, predict the reactants needed to synthesize it. The reactants are: [C:1]([CH:3]([C:11]1[N:12]=[N:13][C:14]([C:17]([F:20])([F:19])[F:18])=[CH:15][CH:16]=1)C(OC(C)(C)C)=O)#[N:2]. (3) Given the product [C:19]([O:18][C:17](=[O:23])[NH:16][CH2:15][C:6]1([CH2:50][C:49]2[CH:52]=[CH:53][C:46]([F:45])=[CH:47][CH:48]=2)[C:5]2[N:13]3[C:12](=[C:2]([OH:1])[C:3](=[O:24])[N:4]=2)[C:57](=[O:58])[N:55]([CH2:56][C:43]2[CH:42]=[CH:53][C:46]([F:45])=[CH:47][CH:48]=2)[CH2:54][CH:8]3[CH2:7]1)([CH3:22])([CH3:21])[CH3:20], predict the reactants needed to synthesize it. The reactants are: [OH:1][C:2]1[C:3](=[O:24])[N:4]=[C:5]2[N:13]3[CH:8](CNC(=O)[C:12]=13)[CH2:7][CH:6]2[CH2:15][NH:16][C:17](=[O:23])[O:18][C:19]([CH3:22])([CH3:21])[CH3:20].[H-].[Na+].C1O[CH2:43][CH2:42]OCCOCCOCCOCCOC1.[F:45][C:46]1[CH:53]=[CH:52][C:49]([CH2:50]Br)=[CH:48][CH:47]=1.[CH3:54][N:55]([CH:57]=[O:58])[CH3:56]. (4) Given the product [F:1][C:2]1[CH:3]=[CH:4][C:5]([CH2:8][C:9]2[CH:18]=[C:17]3[C:12]([C:13]([OH:25])=[C:14]([C:20]([NH:33][CH2:32][CH2:31][N:26]4[CH2:30][CH2:29][CH2:28][CH2:27]4)=[O:21])[C:15](=[O:19])[NH:16]3)=[N:11][CH:10]=2)=[CH:6][CH:7]=1, predict the reactants needed to synthesize it. The reactants are: [F:1][C:2]1[CH:7]=[CH:6][C:5]([CH2:8][C:9]2[CH:18]=[C:17]3[C:12]([C:13]([OH:25])=[C:14]([C:20](OCC)=[O:21])[C:15](=[O:19])[NH:16]3)=[N:11][CH:10]=2)=[CH:4][CH:3]=1.[N:26]1([CH2:31][CH2:32][NH2:33])[CH2:30][CH2:29][CH2:28][CH2:27]1. (5) Given the product [CH2:36]([NH:38][C:39]([NH:41][C:42]1[N:47]=[CH:46][C:45]([C:48]2[CH:49]=[N:50][CH:51]=[C:52]([C:54]([NH:2][CH3:1])=[O:56])[CH:53]=2)=[C:44]([C:57]2[S:58][CH:59]=[C:60]([C:62]3[CH:67]=[CH:66][CH:65]=[CH:64][CH:63]=3)[N:61]=2)[CH:43]=1)=[O:40])[CH3:37], predict the reactants needed to synthesize it. The reactants are: [CH3:1][N:2](C(ON1N=NC2C=CC=NC1=2)=[N+](C)C)C.F[P-](F)(F)(F)(F)F.CCN(C(C)C)C(C)C.CN.[CH2:36]([NH:38][C:39]([NH:41][C:42]1[N:47]=[CH:46][C:45]([C:48]2[CH:49]=[N:50][CH:51]=[C:52]([C:54]([OH:56])=O)[CH:53]=2)=[C:44]([C:57]2[S:58][CH:59]=[C:60]([C:62]3[CH:67]=[CH:66][CH:65]=[CH:64][CH:63]=3)[N:61]=2)[CH:43]=1)=[O:40])[CH3:37]. (6) Given the product [CH3:2][C:13]1([C:15]([O:17][CH2:18][C:19]2[CH:24]=[CH:23][CH:22]=[CH:21][CH:20]=2)=[O:16])[CH2:12][C:11]2([CH2:10][CH2:9]2)[CH2:14]1, predict the reactants needed to synthesize it. The reactants are: [Li+].[CH3:2]C([N-]C(C)C)C.[CH2:9]1[C:11]2([CH2:14][CH:13]([C:15]([O:17][CH2:18][C:19]3[CH:24]=[CH:23][CH:22]=[CH:21][CH:20]=3)=[O:16])[CH2:12]2)[CH2:10]1.CI. (7) Given the product [Br:22][C:23]1[CH:24]=[C:25]([CH2:29][N:14]2[CH2:13][C:12]3([CH2:16][C:9]([N:6]4[CH2:5][CH2:4][C:3]([CH3:2])([C:17]([OH:19])=[O:18])[CH2:8][CH2:7]4)=[N:10][O:11]3)[CH2:15]2)[S:26][C:27]=1[Br:28], predict the reactants needed to synthesize it. The reactants are: Cl.[CH3:2][C:3]1([C:17]([O:19]CC)=[O:18])[CH2:8][CH2:7][N:6]([C:9]2[CH2:16][C:12]3([CH2:15][NH:14][CH2:13]3)[O:11][N:10]=2)[CH2:5][CH2:4]1.[Br:22][C:23]1[CH:24]=[C:25]([CH:29]=O)[S:26][C:27]=1[Br:28]. (8) Given the product [F:10][C:11]1[CH:38]=[CH:37][C:14]([CH2:15][O:16][CH2:17][C:18]([NH:20][CH2:21][CH2:22][CH2:23][CH2:24][CH2:25][C:26]2[N:27]=[C:28]([CH:31]3[CH2:36][CH2:35][N:34]([C:8]([NH:7][C:1]4[CH:6]=[CH:5][CH:4]=[CH:3][CH:2]=4)=[O:9])[CH2:33][CH2:32]3)[S:29][CH:30]=2)=[O:19])=[CH:13][CH:12]=1, predict the reactants needed to synthesize it. The reactants are: [C:1]1([N:7]=[C:8]=[O:9])[CH:6]=[CH:5][CH:4]=[CH:3][CH:2]=1.[F:10][C:11]1[CH:38]=[CH:37][C:14]([CH2:15][O:16][CH2:17][C:18]([NH:20][CH2:21][CH2:22][CH2:23][CH2:24][CH2:25][C:26]2[N:27]=[C:28]([CH:31]3[CH2:36][CH2:35][NH:34][CH2:33][CH2:32]3)[S:29][CH:30]=2)=[O:19])=[CH:13][CH:12]=1.C(N(CC)CC)C. (9) Given the product [Cl:15][C:16]1[CH:23]=[C:22]([Cl:24])[CH:21]=[CH:20][C:17]=1[CH2:18][N:19]1[C:11]2[CH2:10][CH2:9][NH:8][CH2:13][C:12]=2[C:29]([C:30]2[CH:35]=[CH:34][CH:33]=[CH:32][CH:31]=2)=[CH:28]1, predict the reactants needed to synthesize it. The reactants are: C(OC([N:8]1[CH2:13][CH2:12][C:11](=O)[CH2:10][CH2:9]1)=O)(C)(C)C.[Cl:15][C:16]1[CH:23]=[C:22]([Cl:24])[CH:21]=[CH:20][C:17]=1[CH2:18][NH2:19].[N+]([CH:28]=[CH:29][C:30]1[CH:35]=[CH:34][CH:33]=[CH:32][CH:31]=1)([O-])=O. (10) Given the product [F:1][C:2]1[CH:7]=[C:6]([F:8])[CH:5]=[CH:4][C:3]=1[N:9]1[CH:13]([C:14]2[CH:19]=[CH:18][CH:17]=[C:16]([C:20]3[CH:25]=[CH:24][C:23]([CH2:26][OH:27])=[CH:22][N:21]=3)[CH:15]=2)[CH2:12][C:11]([C:28]([F:33])([F:34])[C:29]([F:32])([F:30])[F:31])=[N:10]1, predict the reactants needed to synthesize it. The reactants are: [F:1][C:2]1[CH:7]=[C:6]([F:8])[CH:5]=[CH:4][C:3]=1[N:9]1[CH:13]([C:14]2[CH:19]=[CH:18][CH:17]=[C:16]([C:20]3[CH:25]=[CH:24][C:23]([CH:26]=[O:27])=[CH:22][N:21]=3)[CH:15]=2)[CH2:12][C:11]([C:28]([F:34])([F:33])[C:29]([F:32])([F:31])[F:30])=[N:10]1.[BH4-].[Na+].